From a dataset of Reaction yield outcomes from USPTO patents with 853,638 reactions. Predict the reaction yield, written as a fraction of the theoretical maximum amount of product (1.0 means a 100% yield; for example, 0.34 means a 34% yield). (1) The reactants are [ClH:1].[O:2]1[C:6]2=[CH:7][CH:8]=[CH:9][C:10](N)=[C:5]2[CH2:4][CH2:3]1.N([O-])=O.[Na+].[S:16](=[O:18])=[O:17]. The catalyst is C(#N)C.O.O.O.[Cu](Cl)Cl.C(O)(=O)C. The product is [O:2]1[C:6]2=[CH:7][CH:8]=[CH:9][C:10]([S:16]([Cl:1])(=[O:18])=[O:17])=[C:5]2[CH2:4][CH2:3]1. The yield is 0.400. (2) The reactants are [NH2:1][C:2]1[CH:3]=[C:4]([CH:31]=[CH:32][CH:33]=1)[CH2:5][CH2:6][N:7]1[C:12]2[N:13]=[C:14]([NH:17][CH3:18])[N:15]=[CH:16][C:11]=2[CH:10]=[C:9]([C:19]2[CH:24]=[C:23]([O:25][CH3:26])[CH:22]=[C:21]([O:27][CH3:28])[C:20]=2[Cl:29])[C:8]1=[O:30].CCN(C(C)C)C(C)C.[C:43](Cl)(=[O:46])[CH:44]=[CH2:45].CCOC(C)=O. The catalyst is CN(C=O)C. The product is [Cl:29][C:20]1[C:21]([O:27][CH3:28])=[CH:22][C:23]([O:25][CH3:26])=[CH:24][C:19]=1[C:9]1[C:8](=[O:30])[N:7]([CH2:6][CH2:5][C:4]2[CH:3]=[C:2]([NH:1][C:43](=[O:46])[CH:44]=[CH2:45])[CH:33]=[CH:32][CH:31]=2)[C:12]2[N:13]=[C:14]([NH:17][CH3:18])[N:15]=[CH:16][C:11]=2[CH:10]=1. The yield is 0.330. (3) The reactants are C[O:2][C:3]([C:5]1[N:9]([CH3:10])[N:8]=[CH:7][C:6]=1[C:11]1[CH:39]=[CH:38][C:14]([C:15]([N:17]([C:31]2[C:36]([CH3:37])=[CH:35][CH:34]=[CH:33][N:32]=2)[C@@H:18]2[CH2:23][CH2:22][CH2:21][N:20]([C:24]([O:26][C:27]([CH3:30])([CH3:29])[CH3:28])=[O:25])[CH2:19]2)=[O:16])=[CH:13][CH:12]=1)=[O:4]. The catalyst is CO.[OH-].[K+]. The product is [C:27]([O:26][C:24]([N:20]1[CH2:21][CH2:22][CH2:23][C@@H:18]([N:17]([C:31]2[C:36]([CH3:37])=[CH:35][CH:34]=[CH:33][N:32]=2)[C:15]([C:14]2[CH:38]=[CH:39][C:11]([C:6]3[CH:7]=[N:8][N:9]([CH3:10])[C:5]=3[C:3]([OH:4])=[O:2])=[CH:12][CH:13]=2)=[O:16])[CH2:19]1)=[O:25])([CH3:30])([CH3:29])[CH3:28]. The yield is 0.900. (4) The reactants are [OH:1][CH2:2][CH2:3][O:4][C:5]1[CH:10]=[CH:9][C:8]([C:11]([C:13]2[CH:18]=[CH:17][C:16]([OH:19])=[CH:15][CH:14]=2)=O)=[CH:7][CH:6]=1.[CH3:20][C:21]1([CH3:30])[CH2:26][C:25]([CH3:28])([CH3:27])[CH2:24][C:23](=O)[CH2:22]1. The catalyst is C1COCC1.[Zn].Cl[Ti](Cl)(Cl)Cl. The product is [OH:1][CH2:2][CH2:3][O:4][C:5]1[CH:10]=[CH:9][C:8]([C:11](=[C:23]2[CH2:24][C:25]([CH3:28])([CH3:27])[CH2:26][C:21]([CH3:30])([CH3:20])[CH2:22]2)[C:13]2[CH:18]=[CH:17][C:16]([OH:19])=[CH:15][CH:14]=2)=[CH:7][CH:6]=1. The yield is 0.420. (5) The reactants are C1(CN2CCC(N(CC)C(=O)[CH2:16][C:17]3[CH:22]=[CH:21][C:20]([S:23]([CH3:26])(=[O:25])=[O:24])=[CH:19][CH:18]=3)CC2)C=CC=CC=1.[CH:30]([O-:32])=O.[NH4+:33]. The catalyst is C(O)C. The product is [CH3:26][S:23]([C:20]1[CH:19]=[CH:18][C:17]([CH2:16][N:33]=[C:30]=[O:32])=[CH:22][CH:21]=1)(=[O:24])=[O:25]. The yield is 0.940.